From a dataset of Catalyst prediction with 721,799 reactions and 888 catalyst types from USPTO. Predict which catalyst facilitates the given reaction. (1) Reactant: [C:1]([O:5][C:6]([N:8]1[CH2:13][CH2:12][NH:11][CH2:10][CH2:9]1)=[O:7])([CH3:4])([CH3:3])[CH3:2].C(N(CC)CC)C.Cl[C:22](=[O:28])[CH2:23][C:24]([O:26][CH3:27])=[O:25]. Product: [CH3:27][O:26][C:24](=[O:25])[CH2:23][C:22]([N:11]1[CH2:12][CH2:13][N:8]([C:6]([O:5][C:1]([CH3:4])([CH3:2])[CH3:3])=[O:7])[CH2:9][CH2:10]1)=[O:28]. The catalyst class is: 2. (2) Reactant: [NH2:1][C@H:2]([C:5]1[N:6]([CH:17]2[CH2:19][CH2:18]2)[C:7](=[O:16])[C:8]2[C:13]([CH:14]=1)=[CH:12][CH:11]=[CH:10][C:9]=2[Cl:15])[CH2:3][CH3:4].Cl[C:21]1[N:26]=[CH:25][N:24]=[C:23]([NH2:27])[C:22]=1[C:28]1[N:32]=[C:31]([CH3:33])[O:30][N:29]=1.CCN(C(C)C)C(C)C. Product: [NH2:27][C:23]1[N:24]=[CH:25][N:26]=[C:21]([NH:1][C@H:2]([C:5]2[N:6]([CH:17]3[CH2:19][CH2:18]3)[C:7](=[O:16])[C:8]3[C:13]([CH:14]=2)=[CH:12][CH:11]=[CH:10][C:9]=3[Cl:15])[CH2:3][CH3:4])[C:22]=1[C:28]1[N:32]=[C:31]([CH3:33])[O:30][N:29]=1. The catalyst class is: 114. (3) Reactant: [N:1]12[CH2:8][CH2:7][CH:4]([CH2:5][CH2:6]1)[C@@H:3]([OH:9])[CH2:2]2.C[C:11]([CH3:14])([O-:13])C.[K+].[I:16][C:17]1[N:18]=[N:19][C:20](I)=[CH:21][CH:22]=1.[OH2:24].C1C[O:28]CC1. Product: [NH3:1].[C:11]([OH:13])(=[O:28])/[CH:14]=[CH:2]/[C:3]([OH:9])=[O:24].[I:16][C:17]1[N:18]=[N:19][C:20]([O:9][C@@H:3]2[CH:4]3[CH2:7][CH2:8][N:1]([CH2:6][CH2:5]3)[CH2:2]2)=[CH:21][CH:22]=1. The catalyst class is: 12. (4) Product: [Cl:29][C:26]1[CH:25]=[CH:24][C:23]([O:22][CH2:21][C:20]([N:17]2[CH2:18][CH2:19][N:14]([CH:12]([C:8]3[N:7]([C:31]4[CH:36]=[CH:35][CH:34]=[CH:33][C:32]=4[O:37][CH2:38][CH3:39])[C:6](=[O:40])[C:5]4[C:10](=[CH:11][C:2]([NH:1][C:41](=[O:43])[CH3:42])=[CH:3][CH:4]=4)[N:9]=3)[CH3:13])[CH2:15][CH2:16]2)=[O:30])=[CH:28][CH:27]=1. Reactant: [NH2:1][C:2]1[CH:11]=[C:10]2[C:5]([C:6](=[O:40])[N:7]([C:31]3[CH:36]=[CH:35][CH:34]=[CH:33][C:32]=3[O:37][CH2:38][CH3:39])[C:8]([CH:12]([N:14]3[CH2:19][CH2:18][N:17]([C:20](=[O:30])[CH2:21][O:22][C:23]4[CH:28]=[CH:27][C:26]([Cl:29])=[CH:25][CH:24]=4)[CH2:16][CH2:15]3)[CH3:13])=[N:9]2)=[CH:4][CH:3]=1.[C:41](OC(=O)C)(=[O:43])[CH3:42]. The catalyst class is: 22.